This data is from Experimentally validated miRNA-target interactions with 360,000+ pairs, plus equal number of negative samples. The task is: Binary Classification. Given a miRNA mature sequence and a target amino acid sequence, predict their likelihood of interaction. (1) The miRNA is mmu-miR-449a-5p with sequence UGGCAGUGUAUUGUUAGCUGGU. The protein sequence of the target gene is MPQLSGGGGGGDPELCATDEMIPFKDEGDPQKEKIFAEISHPEEEGDLADIKSSLVNESEIIPASNGHEVVRQAPSSQEPYHDKAREHPDEGKHPDGGLYNKGPSYSSYSGYIMMPNMNSDPYMSNGSLSPPIPRTSNKVPVVQPSHAVHPLTPLITYSDEHFSPGSHPSHIPSDVNSKQGMSRHPPAPEIPTFYPLSPGGVGQITPPIGWQGQPVYPITGGFRQPYPSSLSGDTSMSRFSHHMIPGPPGPHTTGIPHPAIVTPQVKQEHPHTDSDLMHVKPQHEQRKEQEPKRPHIKKP.... Result: 1 (interaction). (2) The miRNA is cel-miR-1832a-3p with sequence UGGGCGGAGCGAAUCGAUGAU. The protein sequence of the target gene is MASNVTNKMDPHSMNSRVFIGNLNTLVVKKSDVEAIFSKYGKIAGCSVHKGFAFVQYDKEKNARAAVAGEDGRMIASQVVDINLAAEPKVNRGNAGVKRSAAEMYGSSFDLDYGFQRDYYDGMYSFPARVPPPPPIALAVVPSKRQRLSGNTSRRGKSGFNSKSGKRGSSKSGKLKGDDLQAIKQELTQIKQKVDSLLENLEKIEKEQSKQEVEVKNAKSEEEQSSSSMKKDETHVKMESEGGAEDSAEEGDPLDDDVNEDQGDDQLELIKDDEKEAEEGEDDRDSTNGQDDS. Result: 0 (no interaction).